Dataset: Merck oncology drug combination screen with 23,052 pairs across 39 cell lines. Task: Regression. Given two drug SMILES strings and cell line genomic features, predict the synergy score measuring deviation from expected non-interaction effect. (1) Drug 1: O=c1[nH]cc(F)c(=O)[nH]1. Drug 2: Cn1cc(-c2cnn3c(N)c(Br)c(C4CCCNC4)nc23)cn1. Cell line: A2058. Synergy scores: synergy=24.3. (2) Drug 1: NC1(c2ccc(-c3nc4ccn5c(=O)[nH]nc5c4cc3-c3ccccc3)cc2)CCC1. Drug 2: COC1CC2CCC(C)C(O)(O2)C(=O)C(=O)N2CCCCC2C(=O)OC(C(C)CC2CCC(OP(C)(C)=O)C(OC)C2)CC(=O)C(C)C=C(C)C(O)C(OC)C(=O)C(C)CC(C)C=CC=CC=C1C. Cell line: A375. Synergy scores: synergy=48.5. (3) Drug 1: CCC1(O)CC2CN(CCc3c([nH]c4ccccc34)C(C(=O)OC)(c3cc4c(cc3OC)N(C)C3C(O)(C(=O)OC)C(OC(C)=O)C5(CC)C=CCN6CCC43C65)C2)C1. Drug 2: O=C(CCCCCCC(=O)Nc1ccccc1)NO. Cell line: T47D. Synergy scores: synergy=1.75. (4) Drug 1: O=c1[nH]cc(F)c(=O)[nH]1. Drug 2: O=C(NOCC(O)CO)c1ccc(F)c(F)c1Nc1ccc(I)cc1F. Cell line: T47D. Synergy scores: synergy=47.0. (5) Drug 1: O=C(CCCCCCC(=O)Nc1ccccc1)NO. Drug 2: CCc1cnn2c(NCc3ccc[n+]([O-])c3)cc(N3CCCCC3CCO)nc12. Cell line: MDAMB436. Synergy scores: synergy=-10.7. (6) Drug 1: CCN(CC)CCNC(=O)c1c(C)[nH]c(C=C2C(=O)Nc3ccc(F)cc32)c1C. Drug 2: O=C(O)C1(Cc2cccc(Nc3nccs3)n2)CCC(Oc2cccc(Cl)c2F)CC1. Cell line: OVCAR3. Synergy scores: synergy=1.46. (7) Drug 1: C=CCn1c(=O)c2cnc(Nc3ccc(N4CCN(C)CC4)cc3)nc2n1-c1cccc(C(C)(C)O)n1. Drug 2: COC1=C2CC(C)CC(OC)C(O)C(C)C=C(C)C(OC(N)=O)C(OC)C=CC=C(C)C(=O)NC(=CC1=O)C2=O. Cell line: SW837. Synergy scores: synergy=-5.09.